This data is from Reaction yield outcomes from USPTO patents with 853,638 reactions. The task is: Predict the reaction yield, written as a fraction of the theoretical maximum amount of product (1.0 means a 100% yield; for example, 0.34 means a 34% yield). (1) The reactants are C([O:5][C:6](=[O:31])[C:7]1[CH:12]=[CH:11][C:10]([C:13]2[CH2:17][C:16]([C:22]3[CH:27]=[C:26]([Cl:28])[CH:25]=[C:24]([Cl:29])[CH:23]=3)([C:18]([F:21])([F:20])[F:19])[O:15][CH:14]=2)=[CH:9][C:8]=1[CH3:30])(C)(C)C.FC(F)(F)C(O)=O. The catalyst is ClCCl. The product is [Cl:29][C:24]1[CH:23]=[C:22]([C:16]2([C:18]([F:20])([F:21])[F:19])[O:15][CH:14]=[C:13]([C:10]3[CH:11]=[CH:12][C:7]([C:6]([OH:31])=[O:5])=[C:8]([CH3:30])[CH:9]=3)[CH2:17]2)[CH:27]=[C:26]([Cl:28])[CH:25]=1. The yield is 0.740. (2) The yield is 0.770. The reactants are [C:1]([O:5][C:6]([N:8]1[CH:13]=[CH:12][C:11]([Cl:14])=[CH:10][CH:9]1[CH2:15][CH2:16][CH2:17][CH2:18][CH2:19][CH2:20][CH2:21][CH2:22][CH2:23][CH2:24][CH3:25])=[O:7])([CH3:4])([CH3:3])[CH3:2].[CH2:26]([Li])CCC.IC.O. The catalyst is C1COCC1.CCOCC. The product is [C:1]([O:5][C:6]([N:8]1[C:13]([CH3:26])=[CH:12][C:11]([Cl:14])=[CH:10][CH:9]1[CH2:15][CH2:16][CH2:17][CH2:18][CH2:19][CH2:20][CH2:21][CH2:22][CH2:23][CH2:24][CH3:25])=[O:7])([CH3:4])([CH3:3])[CH3:2]. (3) The reactants are F[C:2]1[CH:8]=[C:7]([F:9])[C:6]([F:10])=[CH:5][C:3]=1[NH2:4].CCO[C:14]([S-:16])=[S:15].[K+].Cl. The catalyst is CN(C)C=O.O. The product is [F:10][C:6]1[C:7]([F:9])=[CH:8][C:2]2[S:15][C:14]([SH:16])=[N:4][C:3]=2[CH:5]=1. The yield is 0.400. (4) The catalyst is CC#N. The yield is 0.570. The product is [I:19][C:2]1[S:3][C:4]([C:13]([O:15][CH2:16][CH3:17])=[O:14])=[C:5]([C:7]2[CH:12]=[CH:11][CH:10]=[CH:9][CH:8]=2)[N:6]=1. The reactants are N[C:2]1[S:3][C:4]([C:13]([O:15][CH2:16][CH3:17])=[O:14])=[C:5]([C:7]2[CH:12]=[CH:11][CH:10]=[CH:9][CH:8]=2)[N:6]=1.C(I)[I:19]. (5) The reactants are [CH2:1]([O:3][C:4]1[CH:9]=[CH:8][C:7]([S:10]([N:13]2[CH2:18][CH2:17][N:16]([CH2:19][CH3:20])[CH2:15][CH2:14]2)(=[O:12])=[O:11])=[CH:6][C:5]=1[C:21]1[NH:26][C:25](=[O:27])[C:24]([CH:28]([NH:30][C:31](=O)[CH2:32][CH2:33][CH3:34])[CH3:29])=[N:23][N:22]=1)[CH3:2].P(Cl)(Cl)(Cl)=O.[OH-].[Na+]. The catalyst is ClCCCl.ClCCl. The product is [CH3:34][CH2:33][CH2:32][C:31]1[N:23]2[NH:22][C:21]([C:5]3[CH:6]=[C:7]([S:10]([N:13]4[CH2:14][CH2:15][N:16]([CH2:19][CH3:20])[CH2:17][CH2:18]4)(=[O:12])=[O:11])[CH:8]=[CH:9][C:4]=3[O:3][CH2:1][CH3:2])=[N:26][C:25](=[O:27])[C:24]2=[C:28]([CH3:29])[N:30]=1. The yield is 0.458. (6) The reactants are C(Cl)(=O)C(Cl)=O.CS(C)=O.[O:11]1[C:15]2=[CH:16][N:17]=[C:18]([CH2:20][OH:21])[CH:19]=[C:14]2[CH:13]=[CH:12]1.CCN(CC)CC. The catalyst is C(Cl)Cl. The product is [O:11]1[C:15]2=[CH:16][N:17]=[C:18]([CH:20]=[O:21])[CH:19]=[C:14]2[CH:13]=[CH:12]1. The yield is 0.860. (7) The reactants are Cl[C:2]1[N:3]=[C:4]([C:16]2[CH:21]=[C:20]([CH3:22])[CH:19]=[C:18]([CH3:23])[CH:17]=2)[C:5]([C:8]2[CH:13]=[C:12]([CH3:14])[CH:11]=[C:10]([CH3:15])[CH:9]=2)=[N:6][CH:7]=1.[C:24]1(B(O)O)[CH:29]=[CH:28][CH:27]=[CH:26][CH:25]=1.C(=O)([O-])[O-].[Na+].[Na+]. The catalyst is C1C=CC(P(C2C=CC=CC=2)C2C=CC=CC=2)=CC=1.C1C=CC(P(C2C=CC=CC=2)C2C=CC=CC=2)=CC=1.Cl[Pd]Cl.O.CN(C=O)C. The product is [CH3:14][C:12]1[CH:13]=[C:8]([C:5]2[C:4]([C:16]3[CH:17]=[C:18]([CH3:23])[CH:19]=[C:20]([CH3:22])[CH:21]=3)=[N:3][C:2]([C:24]3[CH:29]=[CH:28][CH:27]=[CH:26][CH:25]=3)=[CH:7][N:6]=2)[CH:9]=[C:10]([CH3:15])[CH:11]=1. The yield is 0.740. (8) The reactants are C1(N2[C:11]3[CH:12]=[CH:13][CH:14]=[CH:15][C:10]=3[N:9]=[C:8]2[C:16]2[CH:21]=[CH:20][C:19]([B:22]3[O:26][C:25]([CH3:28])([CH3:27])[C:24]([CH3:30])([CH3:29])[O:23]3)=[CH:18][CH:17]=2)C=CC=CC=1.C([O-])(=[O:33])C.[K+]. The catalyst is O1CCOCC1.C1C=CC(P(C2C=CC=CC=2)[C-]2C=CC=C2)=CC=1.C1C=CC(P(C2C=CC=CC=2)[C-]2C=CC=C2)=CC=1.Cl[Pd]Cl.[Fe+2]. The product is [CH3:28][C:25]1([CH3:27])[C:24]([CH3:30])([CH3:29])[O:23][B:22]([C:19]2[CH:20]=[CH:21][C:16]([C:8]3[O:33][C:11]4[CH:12]=[CH:13][CH:14]=[CH:15][C:10]=4[N:9]=3)=[CH:17][CH:18]=2)[O:26]1. The yield is 0.810. (9) The reactants are C([O:8][CH2:9][CH:10]([C:12]1[CH:13]=[CH:14][C:15]([C:28]2[C:29]([N:48]([CH3:53])[S:49]([CH3:52])(=[O:51])=[O:50])=[CH:30][C:31]3[O:35][C:34]([C:36]4[CH:41]=[CH:40][C:39]([F:42])=[CH:38][CH:37]=4)=[C:33]([C:43]([NH:45][CH3:46])=[O:44])[C:32]=3[CH:47]=2)=[N:16][C:17]=1[C:18]1[NH:19][C:20]2[C:25]([CH:26]=1)=[C:24]([F:27])[CH:23]=[CH:22][CH:21]=2)[F:11])C1C=CC=CC=1. The catalyst is C1COCC1.[OH-].[Pd+2].[OH-]. The product is [F:27][C:24]1[CH:23]=[CH:22][CH:21]=[C:20]2[C:25]=1[CH:26]=[C:18]([C:17]1[N:16]=[C:15]([C:28]3[C:29]([N:48]([CH3:53])[S:49]([CH3:52])(=[O:51])=[O:50])=[CH:30][C:31]4[O:35][C:34]([C:36]5[CH:37]=[CH:38][C:39]([F:42])=[CH:40][CH:41]=5)=[C:33]([C:43]([NH:45][CH3:46])=[O:44])[C:32]=4[CH:47]=3)[CH:14]=[CH:13][C:12]=1[CH:10]([F:11])[CH2:9][OH:8])[NH:19]2. The yield is 1.00. (10) The reactants are [F:1][C:2]([F:15])([F:14])[C:3]1[CH:8]=[CH:7][C:6](/[CH:9]=[CH:10]/[C:11](=[O:13])[CH3:12])=[CH:5][CH:4]=1.B1(C)OC(C2C=CC=CC=2)(C2C=CC=CC=2)[C@@H]2N1CCC2.[B]1OC2C(=CC=CC=2)O1. The catalyst is C1(C)C=CC=CC=1. The product is [F:1][C:2]([F:14])([F:15])[C:3]1[CH:4]=[CH:5][C:6](/[CH:9]=[CH:10]/[C@@H:11]([OH:13])[CH3:12])=[CH:7][CH:8]=1. The yield is 0.990.